Dataset: Reaction yield outcomes from USPTO patents with 853,638 reactions. Task: Predict the reaction yield, written as a fraction of the theoretical maximum amount of product (1.0 means a 100% yield; for example, 0.34 means a 34% yield). (1) The reactants are [F:1][C:2]1[CH:3]=[CH:4][C:5]2[O:10][CH2:9][C@H:8]([CH2:11][N:12]3[CH2:17][CH2:16][CH2:15][C@@:14]([CH2:19][OH:20])([CH3:18])[CH2:13]3)[O:7][C:6]=2[CH:21]=1.[H-].[Na+].I[CH3:25].O. The catalyst is O1CCCC1. The product is [F:1][C:2]1[CH:3]=[CH:4][C:5]2[O:10][CH2:9][C@H:8]([CH2:11][N:12]3[CH2:17][CH2:16][CH2:15][C@@:14]([CH2:19][O:20][CH3:25])([CH3:18])[CH2:13]3)[O:7][C:6]=2[CH:21]=1. The yield is 0.890. (2) The reactants are C[O:2][C:3](=[O:16])[CH2:4][C:5]1[C:6]2[CH:13]=[C:12]([CH3:14])[C:11]([OH:15])=[CH:10][C:7]=2[S:8][CH:9]=1.[F:17][C:18]([F:36])([F:35])[C:19]1[CH:34]=[CH:33][C:22]([CH2:23][O:24][C:25]2[CH:30]=[CH:29][CH:28]=[CH:27][C:26]=2[CH2:31]O)=[CH:21][CH:20]=1.COC(=O)CC1C2C=CC=C(O)C=2SC=1. No catalyst specified. The product is [CH3:14][C:12]1[C:11]([O:15][CH2:31][C:26]2[CH:27]=[CH:28][CH:29]=[CH:30][C:25]=2[O:24][CH2:23][C:22]2[CH:33]=[CH:34][C:19]([C:18]([F:17])([F:35])[F:36])=[CH:20][CH:21]=2)=[CH:10][C:7]2[S:8][CH:9]=[C:5]([CH2:4][C:3]([OH:2])=[O:16])[C:6]=2[CH:13]=1. The yield is 0.430. (3) The reactants are [Cl:1][C:2]1[CH:3]=[CH:4][C:5]([NH:8][C:9]([C:11]2[CH:16]=[CH:15][CH:14]=[CH:13][C:12]=2[NH:17][C:18]([C:20]2[CH:25]=[CH:24][C:23]([C:26]3[CH:31]=[CH:30][CH:29]=[CH:28][C:27]=3[C:32]#[N:33])=[CH:22][CH:21]=2)=[O:19])=[O:10])=[N:6][CH:7]=1.Cl.[OH:35][NH2:36].C(N(CC)CC)C. The catalyst is C(O)C. The product is [Cl:1][C:2]1[CH:3]=[CH:4][C:5]([NH:8][C:9]([C:11]2[CH:16]=[CH:15][CH:14]=[CH:13][C:12]=2[NH:17][C:18]([C:20]2[CH:25]=[CH:24][C:23]([C:26]3[CH:31]=[CH:30][CH:29]=[CH:28][C:27]=3[CH:32]=[N:33][NH:36][OH:35])=[CH:22][CH:21]=2)=[O:19])=[O:10])=[N:6][CH:7]=1. The yield is 0.275. (4) The reactants are [Cl:1][C:2]1[CH:3]=[C:4]([C:9]2([C:27]([F:30])([F:29])[F:28])[O:13][N:12]=[C:11]([C:14]3[N:15]4[C:19]([C:20]([C:23]([O:25]C)=[O:24])=[CH:21][CH:22]=3)=[CH:18][CH:17]=[CH:16]4)[CH2:10]2)[CH:5]=[C:6]([Cl:8])[CH:7]=1.[OH-].[Na+].Cl. The catalyst is O.C1COCC1. The product is [Cl:1][C:2]1[CH:3]=[C:4]([C:9]2([C:27]([F:28])([F:30])[F:29])[O:13][N:12]=[C:11]([C:14]3[N:15]4[C:19]([C:20]([C:23]([OH:25])=[O:24])=[CH:21][CH:22]=3)=[CH:18][CH:17]=[CH:16]4)[CH2:10]2)[CH:5]=[C:6]([Cl:8])[CH:7]=1. The yield is 0.340. (5) The reactants are [C-]#[N:2].[Na+].[NH2:4][C:5]1[CH:10]=[CH:9][C:8]([CH3:11])=[CH:7][CH:6]=1.[C:12]1(=O)[CH2:18][CH2:17][CH2:16][CH2:15][CH2:14][CH2:13]1.C(OCC)(=O)C. The catalyst is C(O)(=O)C. The product is [CH3:11][C:8]1[CH:9]=[CH:10][C:5]([NH:4][C:14]2([C:13]#[N:2])[CH2:15][CH2:16][CH2:17][CH2:18][CH2:12]2)=[CH:6][CH:7]=1. The yield is 0.960. (6) The reactants are [CH3:1][N:2]1[C:6]([C:7]2[CH:8]=[C:9]([C:15]([O:17][CH3:18])=[O:16])[S:10][C:11]=2[CH2:12][CH2:13][CH3:14])=[CH:5][CH:4]=[N:3]1.[Br:19]N1C(=O)CCC1=O. The catalyst is O1CCCC1. The product is [Br:19][C:5]1[CH:4]=[N:3][N:2]([CH3:1])[C:6]=1[C:7]1[CH:8]=[C:9]([C:15]([O:17][CH3:18])=[O:16])[S:10][C:11]=1[CH2:12][CH2:13][CH3:14]. The yield is 0.500.